This data is from Peptide-MHC class II binding affinity with 134,281 pairs from IEDB. The task is: Regression. Given a peptide amino acid sequence and an MHC pseudo amino acid sequence, predict their binding affinity value. This is MHC class II binding data. (1) The peptide sequence is NVFDEVIPTAFTVGK. The MHC is DRB4_0101 with pseudo-sequence DRB4_0103. The binding affinity (normalized) is 0.538. (2) The peptide sequence is KLKIQNVIIDECYGA. The MHC is HLA-DQA10401-DQB10402 with pseudo-sequence HLA-DQA10401-DQB10402. The binding affinity (normalized) is 0.326. (3) The peptide sequence is GEGQIVDKIDAAFKI. The MHC is DRB1_1201 with pseudo-sequence DRB1_1201. The binding affinity (normalized) is 0.640. (4) The peptide sequence is GLVHVANNNYDPWTI. The MHC is DRB5_0101 with pseudo-sequence DRB5_0101. The binding affinity (normalized) is 0.176. (5) The peptide sequence is MKEGRYEVRAELPGV. The MHC is DRB5_0101 with pseudo-sequence DRB5_0101. The binding affinity (normalized) is 0.0376. (6) The peptide sequence is SLPLFTGQASFDLAA. The MHC is DRB5_0101 with pseudo-sequence DRB5_0101. The binding affinity (normalized) is 0.784.